From a dataset of Peptide-MHC class II binding affinity with 134,281 pairs from IEDB. Regression. Given a peptide amino acid sequence and an MHC pseudo amino acid sequence, predict their binding affinity value. This is MHC class II binding data. The MHC is DRB1_0101 with pseudo-sequence DRB1_0101. The binding affinity (normalized) is 0.538. The peptide sequence is RTITADTFRKLFRVY.